The task is: Regression. Given two drug SMILES strings and cell line genomic features, predict the synergy score measuring deviation from expected non-interaction effect.. This data is from NCI-60 drug combinations with 297,098 pairs across 59 cell lines. (1) Drug 1: CC1=C(C(CCC1)(C)C)C=CC(=CC=CC(=CC(=O)O)C)C. Drug 2: C1CC(=O)NC(=O)C1N2C(=O)C3=CC=CC=C3C2=O. Cell line: NCI/ADR-RES. Synergy scores: CSS=9.91, Synergy_ZIP=-1.71, Synergy_Bliss=3.58, Synergy_Loewe=-31.0, Synergy_HSA=1.25. (2) Drug 1: C1CC(C1)(C(=O)O)C(=O)O.[NH2-].[NH2-].[Pt+2]. Drug 2: CCC1(C2=C(COC1=O)C(=O)N3CC4=CC5=C(C=CC(=C5CN(C)C)O)N=C4C3=C2)O.Cl. Cell line: SK-MEL-5. Synergy scores: CSS=37.1, Synergy_ZIP=-6.13, Synergy_Bliss=-3.71, Synergy_Loewe=-1.29, Synergy_HSA=0.370. (3) Cell line: MCF7. Drug 2: CCCCCOC(=O)NC1=NC(=O)N(C=C1F)C2C(C(C(O2)C)O)O. Synergy scores: CSS=37.5, Synergy_ZIP=1.87, Synergy_Bliss=4.60, Synergy_Loewe=-12.6, Synergy_HSA=4.67. Drug 1: CCC1=CC2CC(C3=C(CN(C2)C1)C4=CC=CC=C4N3)(C5=C(C=C6C(=C5)C78CCN9C7C(C=CC9)(C(C(C8N6C)(C(=O)OC)O)OC(=O)C)CC)OC)C(=O)OC.C(C(C(=O)O)O)(C(=O)O)O. (4) Cell line: UACC-257. Synergy scores: CSS=-4.61, Synergy_ZIP=1.44, Synergy_Bliss=-1.64, Synergy_Loewe=-5.95, Synergy_HSA=-5.82. Drug 2: CCC1(CC2CC(C3=C(CCN(C2)C1)C4=CC=CC=C4N3)(C5=C(C=C6C(=C5)C78CCN9C7C(C=CC9)(C(C(C8N6C)(C(=O)OC)O)OC(=O)C)CC)OC)C(=O)OC)O.OS(=O)(=O)O. Drug 1: CN1C(=O)N2C=NC(=C2N=N1)C(=O)N.